Dataset: NCI-60 drug combinations with 297,098 pairs across 59 cell lines. Task: Regression. Given two drug SMILES strings and cell line genomic features, predict the synergy score measuring deviation from expected non-interaction effect. (1) Drug 1: C1CC(C1)(C(=O)O)C(=O)O.[NH2-].[NH2-].[Pt+2]. Drug 2: N.N.Cl[Pt+2]Cl. Cell line: OVCAR-5. Synergy scores: CSS=50.5, Synergy_ZIP=-1.58, Synergy_Bliss=0.320, Synergy_Loewe=-11.6, Synergy_HSA=5.42. (2) Drug 1: CC1=CC2C(CCC3(C2CCC3(C(=O)C)OC(=O)C)C)C4(C1=CC(=O)CC4)C. Drug 2: CN(C(=O)NC(C=O)C(C(C(CO)O)O)O)N=O. Cell line: OVCAR-4. Synergy scores: CSS=0.208, Synergy_ZIP=-0.113, Synergy_Bliss=-0.369, Synergy_Loewe=-0.560, Synergy_HSA=-0.576.